This data is from Catalyst prediction with 721,799 reactions and 888 catalyst types from USPTO. The task is: Predict which catalyst facilitates the given reaction. (1) Product: [CH2:1]([O:3][C:4]([C:6]1[C:10]([C:11]([O:13][CH2:14][CH3:15])=[O:12])=[C:9]([N:16]=[CH:23][C:19]2[S:18][CH:22]=[CH:21][CH:20]=2)[S:8][C:7]=1[NH2:17])=[O:5])[CH3:2]. Reactant: [CH2:1]([O:3][C:4]([C:6]1[C:10]([C:11]([O:13][CH2:14][CH3:15])=[O:12])=[C:9]([NH2:16])[S:8][C:7]=1[NH2:17])=[O:5])[CH3:2].[S:18]1[CH:22]=[CH:21][CH:20]=[C:19]1[CH:23]=O.FC(F)(F)C(O)=O. The catalyst class is: 32. (2) Reactant: [CH:1]12[CH2:14][CH:11]([CH2:12][CH2:13]1)[C:10]1[CH:9]=[C:8]3[N:3]([CH2:4][CH2:5][NH:6][C:7]3=[O:15])[C:2]2=1.[C:16]([O:19][CH2:20][C:21]1[C:26]([Br:27])=[CH:25][C:24]([F:28])=[CH:23][C:22]=1Br)(=[O:18])[CH3:17].C(=O)([O-])[O-].[Cs+].[Cs+].CC1(C)C2C(=C(P(C3C=CC=CC=3)C3C=CC=CC=3)C=CC=2)OC2C(P(C3C=CC=CC=3)C3C=CC=CC=3)=CC=CC1=2. Product: [C:16]([O:19][CH2:20][C:21]1[C:22]([N:6]2[C:7](=[O:15])[C:8]3[N:3]([C:2]4[CH:1]5[CH2:14][CH:11]([C:10]=4[CH:9]=3)[CH2:12][CH2:13]5)[CH2:4][CH2:5]2)=[CH:23][C:24]([F:28])=[CH:25][C:26]=1[Br:27])(=[O:18])[CH3:17]. The catalyst class is: 62.